From a dataset of Reaction yield outcomes from USPTO patents with 853,638 reactions. Predict the reaction yield, written as a fraction of the theoretical maximum amount of product (1.0 means a 100% yield; for example, 0.34 means a 34% yield). (1) The reactants are [C:1]([Si:5]([CH3:23])([CH3:22])[O:6][CH2:7][CH2:8][CH2:9][O:10][N:11]1C(=O)C2C(=CC=CC=2)C1=O)([CH3:4])([CH3:3])[CH3:2].CNN. The catalyst is ClCCl. The product is [C:1]([Si:5]([CH3:22])([CH3:23])[O:6][CH2:7][CH2:8][CH2:9][O:10][NH2:11])([CH3:4])([CH3:3])[CH3:2]. The yield is 0.990. (2) The product is [C:1]1([C:7]2[N:8]=[C:9]([C:12]3([CH2:17][NH:18][C:29](=[O:30])[C:28]4[CH:32]=[CH:33][CH:34]=[C:26]([C:23]5[N:22]=[C:21]([C:20]([F:36])([F:35])[F:19])[O:25][N:24]=5)[CH:27]=4)[CH2:16][CH2:15][CH2:14][CH2:13]3)[S:10][CH:11]=2)[CH:2]=[CH:3][CH:4]=[CH:5][CH:6]=1. The yield is 0.340. The reactants are [C:1]1([C:7]2[N:8]=[C:9]([C:12]3([CH2:17][NH2:18])[CH2:16][CH2:15][CH2:14][CH2:13]3)[S:10][CH:11]=2)[CH:6]=[CH:5][CH:4]=[CH:3][CH:2]=1.[F:19][C:20]([F:36])([F:35])[C:21]1[O:25][N:24]=[C:23]([C:26]2[CH:27]=[C:28]([CH:32]=[CH:33][CH:34]=2)[C:29](O)=[O:30])[N:22]=1. No catalyst specified.